This data is from Peptide-MHC class II binding affinity with 134,281 pairs from IEDB. The task is: Regression. Given a peptide amino acid sequence and an MHC pseudo amino acid sequence, predict their binding affinity value. This is MHC class II binding data. (1) The peptide sequence is ELQVIEKVDAAFKVA. The MHC is HLA-DQA10102-DQB10602 with pseudo-sequence HLA-DQA10102-DQB10602. The binding affinity (normalized) is 0.253. (2) The peptide sequence is MGEAVQNTVEDLKLN. The MHC is DRB1_0401 with pseudo-sequence DRB1_0401. The binding affinity (normalized) is 0.416. (3) The peptide sequence is INEPTAAHIAYGLDR. The MHC is HLA-DQA10102-DQB10602 with pseudo-sequence HLA-DQA10102-DQB10602. The binding affinity (normalized) is 0.880. (4) The peptide sequence is SGCWYGMEIRPQRHDEK. The MHC is DRB1_1501 with pseudo-sequence DRB1_1501. The binding affinity (normalized) is 0.0604. (5) The peptide sequence is PAPGAAGPPQVGLSY. The MHC is H-2-IAb with pseudo-sequence H-2-IAb. The binding affinity (normalized) is 0.381. (6) The peptide sequence is AAAKVAHHMVKISGG. The MHC is DRB1_1101 with pseudo-sequence DRB1_1101. The binding affinity (normalized) is 0.391. (7) The peptide sequence is LNIITQEESQINISG. The MHC is DRB1_0101 with pseudo-sequence DRB1_0101. The binding affinity (normalized) is 0.157. (8) The peptide sequence is GLGWYKIEIDQDHQE. The MHC is DRB1_1302 with pseudo-sequence DRB1_1302. The binding affinity (normalized) is 0.208. (9) The peptide sequence is MTSRFMTDPHAMRDM. The MHC is DRB1_0701 with pseudo-sequence DRB1_0701. The binding affinity (normalized) is 0.146. (10) The peptide sequence is KEYSHCAWTIVRVEI. The MHC is DRB4_0101 with pseudo-sequence DRB4_0103. The binding affinity (normalized) is 0.809.